From a dataset of Full USPTO retrosynthesis dataset with 1.9M reactions from patents (1976-2016). Predict the reactants needed to synthesize the given product. Given the product [CH:28]([S:25]([C:20]1[CH:21]=[CH:22][CH:23]=[CH:24][C:19]=1[NH:18][C:16]1[N:15]=[CH:14][N:13]=[C:12]([NH:11][C:10]2[C:4]3[O:3][C@H:2]([CH3:1])[CH2:6][C:5]=3[C:7]([CH:32]3[CH2:33][CH2:34][N:35]([CH2:46][CH2:47][OH:48])[CH2:36][CH2:37]3)=[C:8]([CH3:31])[CH:9]=2)[N:17]=1)(=[O:27])=[O:26])([CH3:29])[CH3:30], predict the reactants needed to synthesize it. The reactants are: [CH3:1][C@@H:2]1[CH2:6][C:5]2[C:7]([CH:32]3[CH2:37][CH2:36][NH:35][CH2:34][CH2:33]3)=[C:8]([CH3:31])[CH:9]=[C:10]([NH:11][C:12]3[N:17]=[C:16]([NH:18][C:19]4[CH:24]=[CH:23][CH:22]=[CH:21][C:20]=4[S:25]([CH:28]([CH3:30])[CH3:29])(=[O:27])=[O:26])[N:15]=[CH:14][N:13]=3)[C:4]=2[O:3]1.CCN(CC)CC.Br[CH2:46][CH2:47][OH:48].